Dataset: Forward reaction prediction with 1.9M reactions from USPTO patents (1976-2016). Task: Predict the product of the given reaction. (1) Given the reactants [CH3:1][O:2][C:3]1[C:4](=[O:11])[CH2:5][CH2:6][C:7]([CH3:10])([CH3:9])[CH:8]=1.[C:12](OCC)(=[O:18])[C:13]([O:15][CH2:16][CH3:17])=[O:14].C[Si]([N-][Si](C)(C)C)(C)C.[Li+], predict the reaction product. The product is: [CH3:1][O:2][C:3]1[C:4](=[O:11])[CH:5]([C:12](=[O:18])[C:13]([O:15][CH2:16][CH3:17])=[O:14])[CH2:6][C:7]([CH3:9])([CH3:10])[CH:8]=1. (2) Given the reactants [N:1]1([C:7]([O:9][C:10]([CH3:13])([CH3:12])[CH3:11])=[O:8])[CH2:6][CH2:5][NH:4][CH2:3][CH2:2]1.Cl[CH2:15][C:16]1[CH:17]=[C:18]([CH:26]=[CH:27][CH:28]=1)[C:19]([NH:21][CH:22]1[CH2:25][CH2:24][CH2:23]1)=[O:20].C(=O)([O-])[O-].[K+].[K+].[I-].[Na+], predict the reaction product. The product is: [CH:22]1([NH:21][C:19]([C:18]2[CH:17]=[C:16]([CH:28]=[CH:27][CH:26]=2)[CH2:15][N:4]2[CH2:5][CH2:6][N:1]([C:7]([O:9][C:10]([CH3:13])([CH3:12])[CH3:11])=[O:8])[CH2:2][CH2:3]2)=[O:20])[CH2:25][CH2:24][CH2:23]1. (3) Given the reactants [Cl:1][C:2]1[CH:7]=[CH:6][C:5]([C:8]2[CH2:9][NH:10][C:11](=[O:14])[NH:12][N:13]=2)=[CH:4][CH:3]=1.[N+](C1C=C(S([O-])(=O)=O)C=CC=1)([O-])=O.[Na+].[OH-].[Na+].Cl, predict the reaction product. The product is: [Cl:1][C:2]1[CH:3]=[CH:4][C:5]([C:8]2[CH:9]=[N:10][C:11](=[O:14])[NH:12][N:13]=2)=[CH:6][CH:7]=1. (4) Given the reactants [Cl-].[Cl:2][C:3]1[CH:28]=[CH:27][CH:26]=[CH:25][C:4]=1[CH2:5][P+](C1C=CC=CC=1)(C1C=CC=CC=1)C1C=CC=CC=1.[Li+].CC([N-]C(C)C)C.[CH3:37][O:38][CH2:39][CH2:40][N:41]1[CH:45]=[CH:44][CH:43]=[C:42]1[CH:46]=O.[PH4+].[NH4+].[Cl-], predict the reaction product. The product is: [Cl:2][C:3]1[CH:28]=[CH:27][CH:26]=[CH:25][C:4]=1[CH:5]=[CH:46][C:42]1[N:41]([CH2:40][CH2:39][O:38][CH3:37])[CH:45]=[CH:44][CH:43]=1. (5) Given the reactants [OH:1][C:2]1[CH:11]=[CH:10][C:9]2[C:4](=[CH:5][CH:6]=[CH:7][CH:8]=2)[C:3]=1[C:12]([OH:14])=[O:13].[CH3:15][Si:16]([CH3:21])([CH3:20])[CH2:17][CH2:18]O.C1(N=C=NC2CCCCC2)CCCCC1, predict the reaction product. The product is: [CH3:15][Si:16]([CH3:21])([CH3:20])[CH2:17][CH2:18][O:13][C:12]([C:3]1[C:4]2[C:9](=[CH:8][CH:7]=[CH:6][CH:5]=2)[CH:10]=[CH:11][C:2]=1[OH:1])=[O:14]. (6) Given the reactants [C:1]([CH2:9][C:10]([O-:12])=O)(=O)[C:2]1[CH:7]=[CH:6][N:5]=[CH:4][CH:3]=1.[CH3:13][NH:14][NH:15][C:16]1[CH:21]=[CH:20][CH:19]=[CH:18][CH:17]=1.C(O)(=O)C, predict the reaction product. The product is: [CH3:13][N:14]1[C:1]([C:2]2[CH:3]=[CH:4][N:5]=[CH:6][CH:7]=2)=[CH:9][C:10](=[O:12])[N:15]1[C:16]1[CH:21]=[CH:20][CH:19]=[CH:18][CH:17]=1.